This data is from Full USPTO retrosynthesis dataset with 1.9M reactions from patents (1976-2016). The task is: Predict the reactants needed to synthesize the given product. Given the product [C:12]([O:15][CH2:2][C:3]1[CH:8]=[CH:7][CH:6]=[CH:5][C:4]=1[N+:9]([O-:11])=[O:10])(=[O:14])[CH3:13], predict the reactants needed to synthesize it. The reactants are: Br[CH2:2][C:3]1[CH:8]=[CH:7][CH:6]=[CH:5][C:4]=1[N+:9]([O-:11])=[O:10].[C:12]([O-:15])(=[O:14])[CH3:13].[K+].